Dataset: Forward reaction prediction with 1.9M reactions from USPTO patents (1976-2016). Task: Predict the product of the given reaction. (1) Given the reactants C([O:5][C:6]([C:8]1[C:26]([F:27])=[CH:25][C:11]([O:12][CH2:13][CH:14]2[CH2:17][N:16]([C:18]([O:20][C:21]([CH3:24])([CH3:23])[CH3:22])=[O:19])[CH2:15]2)=[C:10]([CH:28]2[CH2:30][CH2:29]2)[CH:9]=1)=[O:7])(C)(C)C.[OH-].[K+].Cl, predict the reaction product. The product is: [C:21]([O:20][C:18]([N:16]1[CH2:17][CH:14]([CH2:13][O:12][C:11]2[C:10]([CH:28]3[CH2:29][CH2:30]3)=[CH:9][C:8]([C:6]([OH:7])=[O:5])=[C:26]([F:27])[CH:25]=2)[CH2:15]1)=[O:19])([CH3:24])([CH3:22])[CH3:23]. (2) Given the reactants Cl.[C:2]1([C:8]2[CH:9]=[C:10]3[C:14](=[C:15]([C:17]([NH2:19])=[O:18])[CH:16]=2)[NH:13][N:12]=[C:11]3[CH:20]2[CH2:25][CH2:24][NH:23][CH2:22][CH2:21]2)[CH:7]=[CH:6][CH:5]=[CH:4][CH:3]=1.C(N(C(C)C)CC)(C)C.[C:35]([C:37]1[CH:42]=[CH:41][C:40]([S:43](Cl)(=[O:45])=[O:44])=[CH:39][CH:38]=1)#[N:36], predict the reaction product. The product is: [C:35]([C:37]1[CH:38]=[CH:39][C:40]([S:43]([N:23]2[CH2:24][CH2:25][CH:20]([C:11]3[C:10]4[C:14](=[C:15]([C:17]([NH2:19])=[O:18])[CH:16]=[C:8]([C:2]5[CH:3]=[CH:4][CH:5]=[CH:6][CH:7]=5)[CH:9]=4)[NH:13][N:12]=3)[CH2:21][CH2:22]2)(=[O:45])=[O:44])=[CH:41][CH:42]=1)#[N:36]. (3) The product is: [CH2:1]([O:3][C:4](=[O:20])[N:5]([CH3:23])[CH:6]1[CH2:11][CH2:10][CH:9]=[C:8]([C:12]#[C:13][C:14]2[CH:19]=[CH:18][CH:17]=[CH:16][CH:15]=2)[CH2:7]1)[CH3:2]. Given the reactants [CH2:1]([O:3][C:4](=[O:20])[NH:5][CH:6]1[CH2:11][CH2:10][CH:9]=[C:8]([C:12]#[C:13][C:14]2[CH:19]=[CH:18][CH:17]=[CH:16][CH:15]=2)[CH2:7]1)[CH3:2].[H-].[Na+].[CH3:23]N(C=O)C, predict the reaction product. (4) Given the reactants [C:1]1([C:7]2[C:8]3[CH:18]=[CH:17][CH:16]=[CH:15][C:9]=3[NH:10][C:11](=[O:14])[CH2:12][N:13]=2)[CH:6]=[CH:5][CH:4]=[CH:3][CH:2]=1.[H-].[Na+].[CH3:21]I, predict the reaction product. The product is: [CH3:21][N:10]1[C:9]2[CH:15]=[CH:16][CH:17]=[CH:18][C:8]=2[C:7]([C:1]2[CH:2]=[CH:3][CH:4]=[CH:5][CH:6]=2)=[N:13][CH2:12][C:11]1=[O:14]. (5) Given the reactants [NH2:1][CH:2]1[CH2:10][CH2:9][CH2:8][C:7]2[C:6](=[O:11])[O:5][C:4]([OH:19])([CH2:12][C:13]3[N:17]([CH3:18])[N:16]=[CH:15][N:14]=3)[C:3]1=2.N1CCC[C@H]1C(O)=O.[F:28][C:29]1[CH:36]=[CH:35][C:32]([CH:33]=O)=[CH:31][CH:30]=1, predict the reaction product. The product is: [F:28][C:29]1[CH:36]=[CH:35][C:32]([CH:33]2[CH:12]([C:13]3[N:17]([CH3:18])[N:16]=[CH:15][N:14]=3)[C:4](=[O:19])[C:3]3[CH:2]([CH2:10][CH2:9][CH2:8][C:7]=3[C:6]([OH:5])=[O:11])[NH:1]2)=[CH:31][CH:30]=1.